This data is from Full USPTO retrosynthesis dataset with 1.9M reactions from patents (1976-2016). The task is: Predict the reactants needed to synthesize the given product. (1) Given the product [CH2:3]1[C:4]2([O:9][CH2:8][CH:7]([O:10][C:14]3[CH:19]=[CH:18][N+:17]([O-:20])=[C:16]([CH3:21])[C:15]=3[CH3:22])[CH2:6][O:5]2)[CH2:1][CH2:2]1, predict the reactants needed to synthesize it. The reactants are: [CH2:1]1[C:4]2([O:9][CH2:8][CH:7]([OH:10])[CH2:6][O:5]2)[CH2:3][CH2:2]1.[H-].[Na+].Cl[C:14]1[CH:19]=[CH:18][N+:17]([O-:20])=[C:16]([CH3:21])[C:15]=1[CH3:22]. (2) Given the product [Cl:8][C:4]1[CH:3]=[C:2]([CH:7]=[CH:6][CH:5]=1)[C:17]([C@@H:19]1[CH2:24][CH2:23][CH2:22][N:21]([C:25]([O:27][C:28]([CH3:31])([CH3:30])[CH3:29])=[O:26])[CH2:20]1)=[O:18], predict the reactants needed to synthesize it. The reactants are: Br[C:2]1[CH:7]=[CH:6][CH:5]=[C:4]([Cl:8])[CH:3]=1.[Li]CCCC.CON(C)[C:17]([C@@H:19]1[CH2:24][CH2:23][CH2:22][N:21]([C:25]([O:27][C:28]([CH3:31])([CH3:30])[CH3:29])=[O:26])[CH2:20]1)=[O:18]. (3) Given the product [Cl:13][CH2:14][CH2:15][CH2:16][S:17]([NH:5][CH2:4][CH2:3][C:2]#[N:1])(=[O:19])=[O:18], predict the reactants needed to synthesize it. The reactants are: [NH2:1][CH2:2][CH2:3][C:4]#[N:5].C(N(CC)CC)C.[Cl:13][CH2:14][CH2:15][CH2:16][S:17](Cl)(=[O:19])=[O:18].C(OCC)C.